From a dataset of Reaction yield outcomes from USPTO patents with 853,638 reactions. Predict the reaction yield, written as a fraction of the theoretical maximum amount of product (1.0 means a 100% yield; for example, 0.34 means a 34% yield). The reactants are [Si:1]([O:8][CH2:9][C@@H:10]1[C@H:14]2[O:15][C:16]([CH3:19])([CH3:18])[O:17][C@H:13]2[C@H:12]([C:20]2[N:28]3[C:23]([C:24]([NH:29]C(=O)C(C)(C)C)=[N:25][CH:26]=[N:27]3)=[CH:22][CH:21]=2)[NH:11]1)([C:4]([CH3:7])([CH3:6])[CH3:5])([CH3:3])[CH3:2].C([O-])C.[Na+].Cl. The catalyst is CO. The product is [Si:1]([O:8][CH2:9][C@@H:10]1[C@H:14]2[O:15][C:16]([CH3:18])([CH3:19])[O:17][C@H:13]2[C@H:12]([C:20]2[N:28]3[C:23]([C:24]([NH2:29])=[N:25][CH:26]=[N:27]3)=[CH:22][CH:21]=2)[NH:11]1)([C:4]([CH3:7])([CH3:6])[CH3:5])([CH3:3])[CH3:2]. The yield is 0.700.